Dataset: Forward reaction prediction with 1.9M reactions from USPTO patents (1976-2016). Task: Predict the product of the given reaction. (1) Given the reactants [F:1][C:2]1[CH:11]=[CH:10][C:9]([F:12])=[CH:8][C:3]=1[C:4](=[S:7])[NH:5][NH2:6].[N:13]([CH2:16][CH2:17][CH2:18][C:19]([C:21]1[CH:26]=[CH:25][CH:24]=[CH:23][CH:22]=1)=O)=[N+:14]=[N-:15], predict the reaction product. The product is: [N:13]([CH2:16][CH2:17][CH2:18][C:19]1([C:21]2[CH:26]=[CH:25][CH:24]=[CH:23][CH:22]=2)[NH:6][N:5]=[C:4]([C:3]2[CH:8]=[C:9]([F:12])[CH:10]=[CH:11][C:2]=2[F:1])[S:7]1)=[N+:14]=[N-:15]. (2) The product is: [CH2:1]([N:3]1[C:7]([CH2:8][CH2:9][C:10]2[C:19]([CH3:20])=[N:18][C:17]3[C:12](=[CH:13][CH:14]=[CH:15][CH:16]=3)[N:11]=2)=[N:6][C:5]([N:21]2[CH2:22][CH2:23][CH2:24][CH2:25]2)=[N:4]1)[CH3:2]. Given the reactants [CH2:1]([N:3]1[C:7]([CH:8]=[CH:9][C:10]2[C:19]([CH3:20])=[N:18][C:17]3[C:12](=[CH:13][CH:14]=[CH:15][CH:16]=3)[N:11]=2)=[N:6][C:5]([N:21]2[CH2:25][CH2:24][CH2:23][CH2:22]2)=[N:4]1)[CH3:2].[H][H], predict the reaction product. (3) Given the reactants [Br:1][C:2]1[CH:3]=[C:4]([CH:9]=[CH:10][C:11]=1[O:12][CH:13]=[CH2:14])[C:5]([O:7][CH3:8])=[O:6].[Zn](CC)[CH2:16]C.ClCI.[NH4+].[Cl-], predict the reaction product. The product is: [Br:1][C:2]1[CH:3]=[C:4]([CH:9]=[CH:10][C:11]=1[O:12][CH:13]1[CH2:16][CH2:14]1)[C:5]([O:7][CH3:8])=[O:6]. (4) Given the reactants [CH2:1]([N:3]1[C:11]2[CH:10]=[C:9]3[N:12]=[C:13]([CH:15]([OH:17])[CH3:16])[NH:14][C:8]3=[CH:7][C:6]=2[C:5]([CH3:19])([CH3:18])[C:4]1=[O:20])[CH3:2], predict the reaction product. The product is: [C:15]([C:13]1[NH:14][C:8]2=[CH:7][C:6]3[C:5]([CH3:19])([CH3:18])[C:4](=[O:20])[N:3]([CH2:1][CH3:2])[C:11]=3[CH:10]=[C:9]2[N:12]=1)(=[O:17])[CH3:16].